Dataset: Reaction yield outcomes from USPTO patents with 853,638 reactions. Task: Predict the reaction yield, written as a fraction of the theoretical maximum amount of product (1.0 means a 100% yield; for example, 0.34 means a 34% yield). (1) The reactants are [CH2:1]([C:3]1[CH:8]=[CH:7][C:6]([C:9]2[N:14]=[C:13]([NH:15][CH2:16][CH2:17][CH2:18][OH:19])[C:12]([C:20]([F:23])([F:22])[F:21])=[CH:11][CH:10]=2)=[CH:5][CH:4]=1)[CH3:2].[CH2:24]([O:26][C:27](=[O:39])[CH2:28][C@H:29]1[C:37]2[C:32](=[CH:33][C:34](O)=[CH:35][CH:36]=2)[CH2:31][CH2:30]1)[CH3:25].C1C=CC(P(C2C=CC=CC=2)C2C=CC=CC=2)=CC=1.C1CCN(C(N=NC(N2CCCCC2)=O)=O)CC1. The catalyst is C1COCC1. The product is [CH2:1]([C:3]1[CH:4]=[CH:5][C:6]([C:9]2[N:14]=[C:13]([NH:15][CH2:16][CH2:17][CH2:18][O:19][C:34]3[CH:33]=[C:32]4[C:37](=[CH:36][CH:35]=3)[C@H:29]([CH2:28][C:27]([O:26][CH2:24][CH3:25])=[O:39])[CH2:30][CH2:31]4)[C:12]([C:20]([F:21])([F:23])[F:22])=[CH:11][CH:10]=2)=[CH:7][CH:8]=1)[CH3:2]. The yield is 0.740. (2) The reactants are [H-].[Na+].[F:3][C:4]1[CH:9]=[CH:8][CH:7]=[CH:6][C:5]=1[OH:10].[Cl:11][C:12]1[CH:17]=[C:16](Cl)[N:15]=[CH:14][N:13]=1.O. The catalyst is C1COCC1.C(OCC)(=O)C. The product is [Cl:11][C:12]1[CH:17]=[C:16]([O:10][C:5]2[CH:6]=[CH:7][CH:8]=[CH:9][C:4]=2[F:3])[N:15]=[CH:14][N:13]=1. The yield is 0.650. (3) The reactants are C(O[C:6](=O)[NH:7][CH2:8][C:9]([N:11]1[CH2:15][CH2:14][CH2:13][CH:12]1[C:16]#[N:17])=[O:10])(C)(C)C.FC(F)(F)C(O)=O.C(N(CC)CC)C.[CH2:33]([O:35][CH:36]1[CH2:43][CH:42]2[CH:38]([CH2:39]C(=O)[CH2:41]2)[CH2:37]1)[CH3:34].C(O[BH-](OC(=O)C)OC(=O)C)(=O)C.[Na+]. The catalyst is ClCCl. The product is [CH2:33]([O:35][CH:36]1[CH2:43][CH:42]2[CH:38]([CH2:39][CH:6]([NH:7][CH2:8][C:9]([N:11]3[CH2:15][CH2:14][CH2:13][CH:12]3[C:16]#[N:17])=[O:10])[CH2:41]2)[CH2:37]1)[CH3:34]. The yield is 0.300. (4) The reactants are [CH2:1]([O:8][C:9]1[CH:10]=[C:11]([CH2:17][C:18]#N)[CH:12]=[C:13]([O:15][CH3:16])[CH:14]=1)[C:2]1[CH:7]=[CH:6][CH:5]=[CH:4][CH:3]=1.[OH-:20].[K+].CI.[C:24](=O)([O-])[O-:25].[K+].[K+]. The catalyst is O.CN(C)C=O.C(O)CO. The product is [CH2:1]([O:8][C:9]1[CH:10]=[C:11]([CH2:17][C:18]([O:25][CH3:24])=[O:20])[CH:12]=[C:13]([O:15][CH3:16])[CH:14]=1)[C:2]1[CH:7]=[CH:6][CH:5]=[CH:4][CH:3]=1. The yield is 0.680. (5) The reactants are [CH3:1][O:2][C:3]1[CH:4]=[C:5]2[C:10](=[CH:11][C:12]=1[O:13][CH3:14])[N:9]=[CH:8][CH:7]=[C:6]2[O:15][C:16]1[CH:22]=[CH:21][C:19]([NH2:20])=[CH:18][CH:17]=1.Cl[C:24](Cl)([O:26][C:27](=[O:33])OC(Cl)(Cl)Cl)Cl.[CH2:35]([N:37]([CH2:42][CH3:43])[CH2:38][CH2:39]CO)[CH3:36].C(=O)(O)[O-].[Na+]. The catalyst is C(Cl)Cl.C(N(CC)CC)C.C1(C)C=CC=CC=1. The product is [CH3:1][O:2][C:3]1[CH:4]=[C:5]2[C:10](=[CH:11][C:12]=1[O:13][CH3:14])[N:9]=[CH:8][CH:7]=[C:6]2[O:15][C:16]1[CH:22]=[CH:21][C:19]([NH:20][C:27](=[O:33])[O:26][CH2:24][CH2:36][CH2:35][N:37]([CH2:42][CH3:43])[CH2:38][CH3:39])=[CH:18][CH:17]=1. The yield is 0.360.